The task is: Predict the reaction yield, written as a fraction of the theoretical maximum amount of product (1.0 means a 100% yield; for example, 0.34 means a 34% yield).. This data is from Reaction yield outcomes from USPTO patents with 853,638 reactions. The reactants are Cl[C:2]1[N:7]2[N:8]=[CH:9][CH:10]=[C:6]2[N:5]=[C:4]([C:11]2[CH:16]=[CH:15][C:14]([Cl:17])=[CH:13][CH:12]=2)[CH:3]=1.C(N(CC)CC)C.[H][H]. The product is [Cl:17][C:14]1[CH:13]=[CH:12][C:11]([C:4]2[CH:3]=[CH:2][N:7]3[N:8]=[CH:9][CH:10]=[C:6]3[N:5]=2)=[CH:16][CH:15]=1. The catalyst is CCO.[Pd]. The yield is 0.670.